The task is: Binary Classification. Given a miRNA mature sequence and a target amino acid sequence, predict their likelihood of interaction.. This data is from Experimentally validated miRNA-target interactions with 360,000+ pairs, plus equal number of negative samples. (1) The miRNA is hsa-miR-711 with sequence GGGACCCAGGGAGAGACGUAAG. The protein sequence of the target gene is MPGMMEKGPELLGKSRSANGGAKSPAGGGGSSANGGLHFSEPESGCSSDDEHGDVGMRVGAEYQARIPEFDPGATKYTDKDNGGMLVWSPYHSIPDAKLDEYIAIAKEKHGYNVEQALGMLFWHKHNIEKSLADLPNFTPFPDEWTVEDKVLFEQAFSFHGKSFHRIQQMLPDKTIASLVKYYYSWKKTRSRTSLMDRQARKLANRHNQGDSDDDVEEAHPMDGNDSDYDPKKEAKREGNADQPVQTSKIGLGRREYQSLQHRHHSQRSKCRPPKGMYLTQEDVVAVSCSPNAANTILRQ.... Result: 0 (no interaction). (2) The miRNA is mmu-miR-429-3p with sequence UAAUACUGUCUGGUAAUGCCGU. The protein sequence of the target gene is MNGDDAFARRPRAGAQIPEKIQKSFDDIAKYFSKKEWEKMKSLEKISYVYMKRKYEAMTKLGFKATLPPFMHNTGATDLQGNDFDNDRNQGNQVERPQMTFCRLQRIFPKIMPKKPAEEGNDSKGVPEASGSQNDGKHLCPPGKPSTSEKINKTSGPKRGKHAWTHRLRERKQLVIYEEISDPEEDDE. Result: 0 (no interaction). (3) The miRNA is hsa-miR-4271 with sequence GGGGGAAGAAAAGGUGGGG. The protein sequence of the target gene is MNVGTAHSEVNPNTRVMNSRGIWLSYVLAIGLLHIVLLSIPFVSVPVVWTLTNLIHNMGMYIFLHTVKGTPFETPDQGKARLLTHWEQMDYGVQFTASRKFLTITPIVLYFLTSFYTKYDQIHFVLNTVSLMSVLIPKLPQLHGVRIFGINKY. Result: 1 (interaction). (4) The miRNA is hsa-miR-496 with sequence UGAGUAUUACAUGGCCAAUCUC. The protein sequence of the target gene is MKIWSSEHVFGHPWDTVIKAAMRKYPNPMNPCVVGVDVLERSVDGCGRLHSLRLLSTEWGLPGLVRAILGANRTLTYIKERSVVDPAARKMELCSTNITLTNLVSVNERLVYTPHPENPEKTVLTQEAIITVKGISLGSYLESLMATTISSNAKKGWAAIEWIIEHSESAIS. Result: 0 (no interaction). (5) The miRNA is hsa-miR-3689f with sequence UGUGAUAUCGUGCUUCCUGGGA. The protein sequence of the target gene is MADAFVGTWKLVDSKNFDDYMKSLGVGFATRQVASMTKPTTIIEKNGDTITIKTHSTFKNTEISFQLGVEFDEVTADDRKVKSVVTLDGGKLVHVQKWDGQETTLTRELSDGKLILTLTHGNVVSTRTYEKEA. Result: 0 (no interaction). (6) The miRNA is hsa-miR-3972 with sequence CUGCCAGCCCCGUUCCAGGGCA. The protein sequence of the target gene is MASSRASSTTTKTKAPDDLVAPVVKKPHIYYGSLEEKERERLAKGESGILGKEGLKAGIEAGNINITSGEVFEIEEHISERQAEVLAEFERRKRARQINVSTDDSEVKACLRALGEPITLFGEGPAERRERLRNILSVVGTDALKKTKKDDEKSKKSKEEYQQTWYHEGPNSLKVARLWIANYSLPRAMKRLEEARLHKEIPETTRTSQMQELHKSLRSLNNFCSQIGDDRPISYCHFSPNSKMLATACWSGLCKLWSVPDCSLLHTLRGHNTNVGAIVFHPKSTVSLDQKDVNLASCAA.... Result: 0 (no interaction). (7) The miRNA is hsa-miR-383-3p with sequence ACAGCACUGCCUGGUCAGA. The protein sequence of the target gene is MSVSVHETRKSRSSTGSMNVTLFHKASHPDCVLAHLNTLRKHCMFTDVTLWAGDRAFPCHRAVLAASSRYFEAMFSHGLRESRDDTVNFQDNLHPEVLELLLDFAYSSRIAINEENAESLLEAGDMLQFHDVRDAAAEFLEKNLFPSNCLGMMLLSDAHQCRRLYEFSWRMCLVHFETVRQSEDFNSLSKDTLLDLISSDELETEDERVVFEAILQWVKHDLEPRKVHLPELLRSVRLALLPSDCLQEAVSSEALLMADERTKLIMDEALRCKTRILQNDGVVTSPCARPRKAGHTLLIL.... Result: 0 (no interaction).